From a dataset of Catalyst prediction with 721,799 reactions and 888 catalyst types from USPTO. Predict which catalyst facilitates the given reaction. (1) Reactant: [O:1]=[C:2]1[NH:11][C:10]2[N:9]=[CH:8][CH:7]=[C:6]([O:12][C:13]3[CH:14]=[CH:15][C:16]4[O:20][C@@H:19]5[C@@H:21]([NH:22]C(=O)OC(C)(C)C)[C@@H:18]5[C:17]=4[CH:30]=3)[C:5]=2[CH2:4][CH2:3]1.Cl. Product: [NH2:22][C@H:21]1[C@H:18]2[C@@H:19]1[O:20][C:16]1[CH:15]=[CH:14][C:13]([O:12][C:6]3[CH:7]=[CH:8][N:9]=[C:10]4[C:5]=3[CH2:4][CH2:3][C:2](=[O:1])[NH:11]4)=[CH:30][C:17]=12. The catalyst class is: 425. (2) Reactant: [Cl:1][C:2]1[CH:18]=[CH:17][C:5]2[CH2:6][CH2:7][N:8](C(=O)C(F)(F)F)[CH2:9][CH2:10][C:4]=2[C:3]=1[C:19]([O:21][CH2:22][CH3:23])=[O:20].C(=O)([O-])[O-].[K+].[K+]. Product: [Cl:1][C:2]1[CH:18]=[CH:17][C:5]2[CH2:6][CH2:7][NH:8][CH2:9][CH2:10][C:4]=2[C:3]=1[C:19]([O:21][CH2:22][CH3:23])=[O:20]. The catalyst class is: 40. (3) Reactant: [Cl:1][C:2]1[CH:3]=[CH:4][C:5]([C:8]([F:13])([F:12])[C:9]([OH:11])=O)=[N:6][CH:7]=1.P(Cl)(Cl)(Cl)=O.Cl.[NH2:20][CH2:21][C:22]1[CH:23]=[C:24]2[C:28](=[CH:29][CH:30]=1)[C:27](=[O:31])[N:26]([CH:32]1[CH2:37][CH2:36][C:35](=[O:38])[NH:34][C:33]1=[O:39])[CH2:25]2.C(=O)(O)[O-].[Na+]. Product: [Cl:1][C:2]1[CH:3]=[CH:4][C:5]([C:8]([F:13])([F:12])[C:9]([NH:20][CH2:21][C:22]2[CH:23]=[C:24]3[C:28](=[CH:29][CH:30]=2)[C:27](=[O:31])[N:26]([CH:32]2[CH2:37][CH2:36][C:35](=[O:38])[NH:34][C:33]2=[O:39])[CH2:25]3)=[O:11])=[N:6][CH:7]=1. The catalyst class is: 17. (4) Reactant: [H-].[Na+].[CH2:3]([OH:10])[C:4]1[CH:9]=[CH:8][CH:7]=[CH:6][CH:5]=1.[Br:11][C:12]1[C:13](F)=[C:14]([CH:17]=[CH:18][CH:19]=1)[C:15]#[N:16]. Product: [CH2:3]([O:10][C:13]1[C:12]([Br:11])=[CH:19][CH:18]=[CH:17][C:14]=1[C:15]#[N:16])[C:4]1[CH:9]=[CH:8][CH:7]=[CH:6][CH:5]=1. The catalyst class is: 3. (5) Reactant: [Br:1][C:2]1[CH:3]=[N:4][C:5]2[N:6]([N:8]=[C:9]([C:11]([OH:13])=O)[CH:10]=2)[CH:7]=1.Cl.[Cl:15][C:16]1[CH:17]=[CH:18][C:19]2[CH2:25][CH2:24][NH:23][CH2:22][CH2:21][C:20]=2[N:26]=1.C(N(CC)CC)C.CN(C)C=O. Product: [Br:1][C:2]1[CH:3]=[N:4][C:5]2[N:6]([N:8]=[C:9]([C:11]([N:23]3[CH2:24][CH2:25][C:19]4[CH:18]=[CH:17][C:16]([Cl:15])=[N:26][C:20]=4[CH2:21][CH2:22]3)=[O:13])[CH:10]=2)[CH:7]=1. The catalyst class is: 6. (6) Reactant: [Cl:1][C:2]1[CH:3]=[C:4]2[C:9](=[CH:10][CH:11]=1)[N:8]=[C:7]([N:12]([C:15](=O)[CH3:16])[CH2:13][CH3:14])[CH:6]=[C:5]2[C:18]1[CH:23]=[CH:22][C:21]([N+:24]([O-:26])=[O:25])=[CH:20][CH:19]=1. Product: [Cl:1][C:2]1[CH:3]=[C:4]2[C:9](=[CH:10][CH:11]=1)[N:8]=[C:7]([N:12]([CH2:13][CH3:14])[CH2:15][CH3:16])[CH:6]=[C:5]2[C:18]1[CH:23]=[CH:22][C:21]([N+:24]([O-:26])=[O:25])=[CH:20][CH:19]=1. The catalyst class is: 1. (7) Reactant: [C:1]([O:5][C:6]([N:8]1[CH2:13][CH2:12][N:11]([C:14]([CH3:17])([CH3:16])[CH3:15])[CH2:10][CH:9]1[C:18](O)=[O:19])=[O:7])([CH3:4])([CH3:3])[CH3:2].[CH2:21]([N:28]1[CH2:33][CH2:32][NH:31][CH2:30][CH2:29]1)[C:22]1[CH:27]=[CH:26][CH:25]=[CH:24][CH:23]=1.CCN(C(C)C)C(C)C.CN(C(ON1N=NC2C=CC=NC1=2)=[N+](C)C)C.F[P-](F)(F)(F)(F)F. Product: [C:1]([O:5][C:6]([N:8]1[CH2:13][CH2:12][N:11]([C:14]([CH3:16])([CH3:17])[CH3:15])[CH2:10][CH:9]1[C:18]([N:31]1[CH2:32][CH2:33][N:28]([CH2:21][C:22]2[CH:23]=[CH:24][CH:25]=[CH:26][CH:27]=2)[CH2:29][CH2:30]1)=[O:19])=[O:7])([CH3:3])([CH3:2])[CH3:4]. The catalyst class is: 18.